Dataset: Forward reaction prediction with 1.9M reactions from USPTO patents (1976-2016). Task: Predict the product of the given reaction. (1) Given the reactants [NH2:1][C:2]1[CH:7]=[C:6]([C:8]([F:11])([F:10])[F:9])[N:5]=[CH:4][C:3]=1[OH:12].[CH2:13]([S:15][C:16]1[C:17]([C:26](O)=O)=[N:18][CH:19]=[C:20]([C:22]([F:25])([F:24])[F:23])[CH:21]=1)[CH3:14].[OH-].[Na+], predict the reaction product. The product is: [CH2:13]([S:15][C:16]1[C:17]([C:26]2[O:12][C:3]3[CH:4]=[N:5][C:6]([C:8]([F:11])([F:9])[F:10])=[CH:7][C:2]=3[N:1]=2)=[N:18][CH:19]=[C:20]([C:22]([F:25])([F:23])[F:24])[CH:21]=1)[CH3:14]. (2) Given the reactants Cl.[C:2]([C:4]1([NH:7][C:8]([C@@H:10]2[CH2:14][C@@H:13]([S:15]([C:18]3[CH:23]=[CH:22][C:21]([N:24]4[CH:28]=[CH:27][N:26]=[CH:25]4)=[CH:20][C:19]=3[C:29]([F:32])([F:31])[F:30])(=[O:17])=[O:16])[CH2:12][NH:11]2)=[O:9])[CH2:6][CH2:5]1)#[N:3].[C:33](OC(=O)C)(=[O:35])[CH3:34], predict the reaction product. The product is: [C:2]([C:4]1([NH:7][C:8]([C@@H:10]2[CH2:14][C@@H:13]([S:15]([C:18]3[CH:23]=[CH:22][C:21]([N:24]4[CH:28]=[CH:27][N:26]=[CH:25]4)=[CH:20][C:19]=3[C:29]([F:30])([F:32])[F:31])(=[O:16])=[O:17])[CH2:12][N:11]2[C:33](=[O:35])[CH3:34])=[O:9])[CH2:6][CH2:5]1)#[N:3].